Dataset: Forward reaction prediction with 1.9M reactions from USPTO patents (1976-2016). Task: Predict the product of the given reaction. (1) The product is: [CH3:16][C:13]1([CH3:15])[C:12]([CH3:17])([CH3:18])[O:11][B:10]([C:20]2[CH:32]=[CH:31][C:23]([CH:24]=[CH:25][C:26]([O:28][CH2:29][CH3:30])=[O:27])=[CH:22][CH:21]=2)[O:14]1. Given the reactants [B:10]1([B:10]2[O:14][C:13]([CH3:16])([CH3:15])[C:12]([CH3:18])([CH3:17])[O:11]2)[O:14][C:13]([CH3:16])([CH3:15])[C:12]([CH3:18])([CH3:17])[O:11]1.Br[C:20]1[CH:32]=[CH:31][C:23]([CH:24]=[CH:25][C:26]([O:28][CH2:29][CH3:30])=[O:27])=[CH:22][CH:21]=1.C([O-])(=O)C.[K+].O, predict the reaction product. (2) Given the reactants [CH3:1][O:2][C:3]1[CH:8]=[C:7]([CH:9]=O)[CH:6]=[CH:5][C:4]=1[OH:11].[CH2:12]([NH2:19])[C:13]1[CH:18]=[CH:17][CH:16]=[CH:15][CH:14]=1.[CH2:20]([N:28]=[C:29]=[S:30])[CH2:21][C:22]1[CH:27]=[CH:26][CH:25]=[CH:24][CH:23]=1, predict the reaction product. The product is: [CH2:12]([N:19]([CH2:9][C:7]1[CH:6]=[CH:5][C:4]([OH:11])=[C:3]([O:2][CH3:1])[CH:8]=1)[C:29]([NH:28][CH2:20][CH2:21][C:22]1[CH:27]=[CH:26][CH:25]=[CH:24][CH:23]=1)=[S:30])[C:13]1[CH:18]=[CH:17][CH:16]=[CH:15][CH:14]=1. (3) Given the reactants [CH3:1][N:2]1[CH:6]=[CH:5][CH:4]=[N:3]1.C([Li])CCC.[C:12]([Si:16]([CH3:26])([CH3:25])[O:17][C@@H:18]1[CH2:24][CH2:23][C@@H:22]2[C@@H:20]([O:21]2)[CH2:19]1)([CH3:15])([CH3:14])[CH3:13], predict the reaction product. The product is: [Si:16]([O:17][C@H:18]1[CH2:19][C@H:20]([OH:21])[C@@H:22]([C:6]2[N:2]([CH3:1])[N:3]=[CH:4][CH:5]=2)[CH2:23][CH2:24]1)([C:12]([CH3:15])([CH3:14])[CH3:13])([CH3:26])[CH3:25]. (4) Given the reactants [F:1][C:2]([F:26])([F:25])[O:3][C:4]1[CH:9]=[CH:8][C:7]([N:10]2[CH:14]=[N:13][C:12]([C:15]3[CH:20]=[CH:19][C:18]([CH:21]4[CH2:23][CH:22]4[NH2:24])=[CH:17][CH:16]=3)=[N:11]2)=[CH:6][CH:5]=1.CCN(CC)CC.[C:34]1([N:40]=[C:41]=[S:42])[CH:39]=[CH:38][CH:37]=[CH:36][CH:35]=1, predict the reaction product. The product is: [C:34]1([NH:40][C:41]([NH:24][CH:22]2[CH2:23][CH:21]2[C:18]2[CH:19]=[CH:20][C:15]([C:12]3[N:13]=[CH:14][N:10]([C:7]4[CH:6]=[CH:5][C:4]([O:3][C:2]([F:1])([F:25])[F:26])=[CH:9][CH:8]=4)[N:11]=3)=[CH:16][CH:17]=2)=[S:42])[CH:39]=[CH:38][CH:37]=[CH:36][CH:35]=1. (5) Given the reactants [H-].[Na+].[I-].[CH3:4][S+](C)(C)=O.[CH2:9]([O:16][CH2:17][C@H:18]([CH:31]([CH3:33])[CH3:32])[CH2:19][C@H:20]([NH:23][C:24](=[O:30])[O:25][C:26]([CH3:29])([CH3:28])[CH3:27])[CH:21]=[O:22])[C:10]1[CH:15]=[CH:14][CH:13]=[CH:12][CH:11]=1, predict the reaction product. The product is: [CH2:9]([O:16][CH2:17][C@H:18]([CH:31]([CH3:33])[CH3:32])[CH2:19][C@H:20]([NH:23][C:24](=[O:30])[O:25][C:26]([CH3:27])([CH3:28])[CH3:29])[C@@H:21]1[CH2:4][O:22]1)[C:10]1[CH:11]=[CH:12][CH:13]=[CH:14][CH:15]=1.